This data is from Full USPTO retrosynthesis dataset with 1.9M reactions from patents (1976-2016). The task is: Predict the reactants needed to synthesize the given product. (1) Given the product [Br:1][C:20]1[CH:19]=[C:18]2[C:23]([C:15]([C:12](=[O:14])[NH2:13])=[CH:16][N:17]2[CH2:26][C:27]([OH:29])=[O:28])=[CH:22][C:21]=1[F:24], predict the reactants needed to synthesize it. The reactants are: [Br:1]C1C=C2C(C=CN2)=CC=1F.[C:12]([C:15]1[C:23]2[C:18](=[CH:19][C:20](F)=[C:21]([F:24])[CH:22]=2)[N:17]([CH2:26][C:27]([OH:29])=[O:28])[CH:16]=1)(=[O:14])[NH2:13]. (2) Given the product [CH3:1][O:2][C:3]1[CH:8]=[C:7]([O:9][CH3:10])[CH:6]=[CH:5][C:4]=1[C:11]1[CH:12]=[CH:13][C:14]([C:17]2[CH:21]=[C:20]([NH:22][C:23]3[CH:24]=[CH:25][C:26]([CH:29]=[O:39])=[N:27][CH:28]=3)[NH:19][N:18]=2)=[CH:15][CH:16]=1, predict the reactants needed to synthesize it. The reactants are: [CH3:1][O:2][C:3]1[CH:8]=[C:7]([O:9][CH3:10])[CH:6]=[CH:5][C:4]=1[C:11]1[CH:16]=[CH:15][C:14]([C:17]2[CH:21]=[C:20]([NH:22][C:23]3[CH:24]=[CH:25][C:26]([C:29]#N)=[N:27][CH:28]=3)[NH:19][N:18]=2)=[CH:13][CH:12]=1.C1(C)C=CC=CC=1.C[OH:39]. (3) The reactants are: [Br:1][C:2]1[CH:7]=[CH:6][C:5]([CH3:8])=[CH:4][N:3]=1.ClC1C=C(C=CC=1)C(OO)=[O:14].C(=O)(O)[O-].[Na+]. Given the product [Br:1][C:2]1[CH:7]=[CH:6][C:5]([CH3:8])=[CH:4][N+:3]=1[O-:14], predict the reactants needed to synthesize it. (4) Given the product [Br:29][C:27]1[CH:28]=[C:23]([NH:1][C:2]2[N:7]=[CH:6][C:5]([N:8]3[CH2:13][CH2:12][N:11]([C:14]([O:16][C:17]([CH3:20])([CH3:19])[CH3:18])=[O:15])[CH2:10][C@@H:9]3[CH3:21])=[CH:4][CH:3]=2)[C:24](=[O:31])[N:25]([CH3:30])[CH:26]=1, predict the reactants needed to synthesize it. The reactants are: [NH2:1][C:2]1[N:7]=[CH:6][C:5]([N:8]2[CH2:13][CH2:12][N:11]([C:14]([O:16][C:17]([CH3:20])([CH3:19])[CH3:18])=[O:15])[CH2:10][C@@H:9]2[CH3:21])=[CH:4][CH:3]=1.Br[C:23]1[C:24](=[O:31])[N:25]([CH3:30])[CH:26]=[C:27]([Br:29])[CH:28]=1. (5) Given the product [CH3:5][O:18][C:17]1[C:16]([CH3:19])=[CH:15][NH:14][C:13]=1[C:11]([O:10][CH2:8][CH3:9])=[O:12], predict the reactants needed to synthesize it. The reactants are: S(OC)(O[CH3:5])(=O)=O.[CH2:8]([O:10][C:11]([C:13]1[NH:14][CH:15]=[C:16]([CH3:19])[C:17]=1[OH:18])=[O:12])[CH3:9].[OH-].[Na+].